Dataset: Reaction yield outcomes from USPTO patents with 853,638 reactions. Task: Predict the reaction yield, written as a fraction of the theoretical maximum amount of product (1.0 means a 100% yield; for example, 0.34 means a 34% yield). (1) The reactants are [C:1]([O:4][C:5]([CH3:8])([CH3:7])[CH3:6])(=[O:3])[CH3:2].[Li+].CC([N-]C(C)C)C.[Si:17]([O:24][CH2:25][C@H:26]1[N:30]=[CH:29][C@@H:28]2[O:31][C:32]([CH3:35])([CH3:34])[O:33][C@H:27]12)([C:20]([CH3:23])([CH3:22])[CH3:21])([CH3:19])[CH3:18]. The catalyst is C1COCC1.C1(C)C=CC=CC=1. The product is [Si:17]([O:24][CH2:25][C@@H:26]1[C@H:27]2[O:33][C:32]([CH3:35])([CH3:34])[O:31][C@H:28]2[C@H:29]([CH2:2][C:1]([O:4][C:5]([CH3:8])([CH3:7])[CH3:6])=[O:3])[NH:30]1)([C:20]([CH3:23])([CH3:21])[CH3:22])([CH3:18])[CH3:19]. The yield is 0.713. (2) The reactants are C([O:8][CH2:9][C:10]1[NH:15][C:14](=[O:16])[C:13]2=[CH:17][N:18]=[C:19]([C:20]3[CH2:21][CH2:22][O:23][CH2:24][CH:25]=3)[N:12]2[N:11]=1)C1C=CC=CC=1.[H][H]. The yield is 0.850. The product is [OH:8][CH2:9][C:10]1[NH:15][C:14](=[O:16])[C:13]2=[CH:17][N:18]=[C:19]([CH:20]3[CH2:21][CH2:22][O:23][CH2:24][CH2:25]3)[N:12]2[N:11]=1. The catalyst is CO.[OH-].[OH-].[Pd+2]. (3) The reactants are [C:1]([O:4][C@@H:5]1[CH2:10][C@H:9]([C:11]2[CH:16]=[CH:15][N:14]=[CH:13][C:12]=2[N+:17]([O-])=O)[O:8][C@H:7]([CH:20]2[CH2:22][CH2:21]2)[C@:6]1([OH:24])[CH3:23])(=[O:3])[CH3:2]. The catalyst is CC(O)=O.[Fe]. The product is [C:1]([O:4][C@@H:5]1[CH2:10][C@H:9]([C:11]2[CH:16]=[CH:15][N:14]=[CH:13][C:12]=2[NH2:17])[O:8][C@H:7]([CH:20]2[CH2:21][CH2:22]2)[C@:6]1([OH:24])[CH3:23])(=[O:3])[CH3:2].[C:1]([O:4][C@H:5]1[CH2:10][C@@H:9]([C:11]2[CH:16]=[CH:15][N:14]=[CH:13][C:12]=2[NH2:17])[O:8][C@@H:7]([CH:20]2[CH2:21][CH2:22]2)[C@@:6]1([OH:24])[CH3:23])(=[O:3])[CH3:2]. The yield is 0.370. (4) The reactants are [C:1]([NH:9][CH:10]([C:18]1[CH:23]=[CH:22][CH:21]=[CH:20][CH:19]=1)[CH:11]([OH:17])[C:12]([O:14][CH2:15][CH3:16])=[O:13])(=[O:8])[C:2]1[CH:7]=[CH:6][CH:5]=[CH:4][CH:3]=1.[CH3:24][O:25][CH:26](OC)OC.CC1C=CC(S([O-])(=O)=O)=CC=1.C1C=C[NH+]=CC=1.CN(C=O)C. The catalyst is C1C=CC=CC=1. The product is [C:1]([N:9]1[C@@H:10]([C:18]2[CH:19]=[CH:20][CH:21]=[CH:22][CH:23]=2)[C@H:11]([C:12]([O:14][CH2:15][CH3:16])=[O:13])[O:17][CH:24]1[O:25][CH3:26])(=[O:8])[C:2]1[CH:3]=[CH:4][CH:5]=[CH:6][CH:7]=1. The yield is 0.970. (5) The reactants are [H-].[Al+3].[Li+].[H-].[H-].[H-].[F:7][C:8]1[CH:9]=[C:10]([CH:20]=[CH:21][CH:22]=1)[O:11][C:12]1[CH:13]=[C:14]([CH:17]=[CH:18][CH:19]=1)[C:15]#[N:16].CO.[Cl-].[NH4+]. The catalyst is O1CCCC1.O. The product is [F:7][C:8]1[CH:9]=[C:10]([CH:20]=[CH:21][CH:22]=1)[O:11][C:12]1[CH:13]=[C:14]([CH:17]=[CH:18][CH:19]=1)[CH2:15][NH2:16]. The yield is 0.890. (6) The reactants are [Br:1][C:2]1[CH:3]=[N:4][CH:5]=[C:6]([B:8]([OH:10])[OH:9])[CH:7]=1.[CH3:11][N:12]([CH2:16][CH2:17]O)[CH2:13][CH2:14]O. The catalyst is C1(C)C=CC=CC=1. The product is [Br:1][C:2]1[CH:7]=[C:6]([B:8]2[O:10][CH2:17][CH2:16][N:12]([CH3:11])[CH2:13][CH2:14][O:9]2)[CH:5]=[N:4][CH:3]=1. The yield is 1.00. (7) The reactants are [F:1][C:2]1[CH:3]=[C:4]([C:8](=O)[C:9]([C:11]2[CH:16]=[CH:15][N:14]=[CH:13][CH:12]=2)=O)[CH:5]=[CH:6][CH:7]=1.[S:18]1[N:22]=[C:21]([NH2:23])[C:20]([NH2:24])=[N:19]1. The catalyst is CC(O)=O. The product is [F:1][C:2]1[CH:3]=[C:4]([C:8]2[C:9]([C:11]3[CH:16]=[CH:15][N:14]=[CH:13][CH:12]=3)=[N:24][C:20]3=[N:19][S:18][N:22]=[C:21]3[N:23]=2)[CH:5]=[CH:6][CH:7]=1. The yield is 0.820. (8) The reactants are [CH:1]([N:4]1[C:8]([C:9]2[N:18]=[C:17]3[N:11]([CH2:12][CH2:13][O:14][C:15]4[CH:22]=[C:21](OS(C(F)(F)F)(=O)=O)[N:20]=[CH:19][C:16]=43)[CH:10]=2)=[N:7][C:6]([CH3:31])=[N:5]1)([CH3:3])[CH3:2].[NH2:32][CH2:33][C:34]([NH2:36])=[O:35].CN1C(=O)CCC1. The catalyst is O. The product is [CH:1]([N:4]1[C:8]([C:9]2[N:18]=[C:17]3[C:16]4[CH:19]=[N:20][C:21]([NH:32][CH2:33][C:34]([NH2:36])=[O:35])=[CH:22][C:15]=4[O:14][CH2:13][CH2:12][N:11]3[CH:10]=2)=[N:7][C:6]([CH3:31])=[N:5]1)([CH3:2])[CH3:3]. The yield is 0.170.